This data is from Full USPTO retrosynthesis dataset with 1.9M reactions from patents (1976-2016). The task is: Predict the reactants needed to synthesize the given product. (1) Given the product [Cl:1][C:2]1[CH:3]=[C:4]([CH:18]=[C:19]([F:21])[CH:20]=1)[CH2:5][CH:6]1[C:13]2[CH:12]=[C:11]([C:14]([OH:16])=[O:15])[NH:10][C:9]=2[CH2:8][CH2:7]1, predict the reactants needed to synthesize it. The reactants are: [Cl:1][C:2]1[CH:3]=[C:4]([CH:18]=[C:19]([F:21])[CH:20]=1)[CH2:5][CH:6]1[C:13]2[CH:12]=[C:11]([C:14]([O:16]C)=[O:15])[NH:10][C:9]=2[CH2:8][CH2:7]1.[OH-].[Li+].CO. (2) The reactants are: [CH2:1]([OH:4])[CH2:2][OH:3].[Cl:5][C:6]1[CH:13]=[CH:12][C:9]([CH:10]=O)=[C:8]([O:14][C:15]2[CH:20]=[CH:19][C:18]([Cl:21])=[C:17]([N+:22]([O-:24])=[O:23])[CH:16]=2)[CH:7]=1. Given the product [Cl:5][C:6]1[CH:13]=[CH:12][C:9]([CH:10]2[O:4][CH2:1][CH2:2][O:3]2)=[C:8]([O:14][C:15]2[CH:20]=[CH:19][C:18]([Cl:21])=[C:17]([N+:22]([O-:24])=[O:23])[CH:16]=2)[CH:7]=1, predict the reactants needed to synthesize it. (3) Given the product [Br:1][CH:2]([CH2:6][OH:7])[C:3]([O:5][CH2:9][CH2:10][CH2:11][CH3:12])=[O:4], predict the reactants needed to synthesize it. The reactants are: [Br:1][CH:2]([CH2:6][OH:7])[C:3]([OH:5])=[O:4].Br.[CH2:9](O)[CH2:10][CH2:11][CH3:12]. (4) Given the product [NH2:44][C:35]1[S:34][C:43]2[CH2:42][CH2:41][N:40]([C:21](=[O:22])[CH2:20][N:10]3[C:11]([C:13]4[CH:18]=[CH:17][C:16]([F:19])=[CH:15][CH:14]=4)=[CH:12][C:8]([C:5]4[CH:4]=[CH:3][C:2]([F:1])=[CH:7][CH:6]=4)=[N:9]3)[CH2:39][CH2:38][C:37]=2[N:36]=1, predict the reactants needed to synthesize it. The reactants are: [F:1][C:2]1[CH:7]=[CH:6][C:5]([C:8]2[CH:12]=[C:11]([C:13]3[CH:18]=[CH:17][C:16]([F:19])=[CH:15][CH:14]=3)[N:10]([CH2:20][C:21](O)=[O:22])[N:9]=2)=[CH:4][CH:3]=1.CCN(C(C)C)C(C)C.Br.[S:34]1[C:43]2[CH2:42][CH2:41][NH:40][CH2:39][CH2:38][C:37]=2[N:36]=[C:35]1[NH2:44].C([O-])([O-])=O.[K+].[K+]. (5) Given the product [NH2:3][CH2:12][C:13]1[CH:40]=[CH:39][CH:38]=[CH:37][C:14]=1[CH2:15][O:16][C:17]1[N:18]=[C:19]([S:35][CH3:36])[N:20]([C:24]2[CH:25]=[C:26]([CH:31]=[CH:32][C:33]=2[CH3:34])[C:27]([O:29][CH3:30])=[O:28])[C:21](=[O:23])[CH:22]=1, predict the reactants needed to synthesize it. The reactants are: O=C1C2C(=CC=CC=2)C(=O)[N:3]1[CH2:12][C:13]1[CH:40]=[CH:39][CH:38]=[CH:37][C:14]=1[CH2:15][O:16][C:17]1[N:18]=[C:19]([S:35][CH3:36])[N:20]([C:24]2[CH:25]=[C:26]([CH:31]=[CH:32][C:33]=2[CH3:34])[C:27]([O:29][CH3:30])=[O:28])[C:21](=[O:23])[CH:22]=1.O.NN. (6) Given the product [CH3:9][O:10][C:11]1[CH:12]=[CH:13][C:14]([CH2:15][O:16][C:17]2[N:22]=[C:21]([C:23]3[CH:28]=[CH:27][CH:26]=[CH:25][C:24]=3[N:29]([CH3:3])[C:30]3[CH:39]=[CH:38][C:37]([N+:40]([O-:42])=[O:41])=[CH:36][C:31]=3[C:32]([O:34][CH3:35])=[O:33])[CH:20]=[C:19]([N:43]3[CH2:48][CH2:47][O:46][CH2:45][CH2:44]3)[CH:18]=2)=[CH:49][CH:50]=1, predict the reactants needed to synthesize it. The reactants are: IC.[C:3](=O)([O-])[O-].[K+].[K+].[CH3:9][O:10][C:11]1[CH:50]=[CH:49][C:14]([CH2:15][O:16][C:17]2[N:22]=[C:21]([C:23]3[CH:28]=[CH:27][CH:26]=[CH:25][C:24]=3[NH:29][C:30]3[CH:39]=[CH:38][C:37]([N+:40]([O-:42])=[O:41])=[CH:36][C:31]=3[C:32]([O:34][CH3:35])=[O:33])[CH:20]=[C:19]([N:43]3[CH2:48][CH2:47][O:46][CH2:45][CH2:44]3)[CH:18]=2)=[CH:13][CH:12]=1.C(OCC)(=O)C.